Dataset: hERG Central: cardiac toxicity at 1µM, 10µM, and general inhibition. Task: Predict hERG channel inhibition at various concentrations. (1) The drug is CCc1ccccc1NC(=O)CN1CCN(C(=O)CCC(=O)N2CCC(c3ccccc3)=N2)CC1. Results: hERG_inhib (hERG inhibition (general)): blocker. (2) The compound is O=C(CN1C(=O)C2CC=CCC2C1=O)N1CCN(c2ccc([N+](=O)[O-])cc2)CC1. Results: hERG_inhib (hERG inhibition (general)): blocker. (3) The compound is Cc1ccc(C)c(C(=O)NC(C)c2ccc(-n3ccnc3)cc2)c1. Results: hERG_inhib (hERG inhibition (general)): blocker. (4) The molecule is Fc1ccccc1-c1csc(=Nc2cccnc2)n1CCCn1ccnc1. Results: hERG_inhib (hERG inhibition (general)): blocker. (5) The molecule is CCOC(=O)C1CCN(C(=O)c2cc(-c3ccncc3)nc3ccccc23)CC1. Results: hERG_inhib (hERG inhibition (general)): blocker. (6) The compound is CCOC(=O)C1CCN(Cc2nc3ccc([N+](=O)[O-])cc3c(=O)n2-c2ccc(OC)cc2OC)CC1. Results: hERG_inhib (hERG inhibition (general)): blocker. (7) The compound is COc1ccc(/C=C(\NC(=O)c2ccccc2)C(=O)N2CCN(C)CC2)cc1. Results: hERG_inhib (hERG inhibition (general)): blocker.